From a dataset of Full USPTO retrosynthesis dataset with 1.9M reactions from patents (1976-2016). Predict the reactants needed to synthesize the given product. (1) Given the product [N:12]([CH2:15][C@H:16]1[O:20][C:19](=[O:21])[N:18]([C:22]2[CH:27]=[CH:26][C:25]([S:28]([CH3:29])=[O:6])=[C:24]([F:30])[CH:23]=2)[CH2:17]1)=[N+:13]=[N-:14], predict the reactants needed to synthesize it. The reactants are: ClC1C=C(C=CC=1)C(OO)=[O:6].[N:12]([CH2:15][C@H:16]1[O:20][C:19](=[O:21])[N:18]([C:22]2[CH:27]=[CH:26][C:25]([S:28][CH3:29])=[C:24]([F:30])[CH:23]=2)[CH2:17]1)=[N+:13]=[N-:14]. (2) Given the product [C:8]([C:4]1[CH:3]=[C:2]([CH:7]=[CH:6][CH:5]=1)[O:1][CH:18]([C:15]1[CH:14]=[CH:13][C:12]([Cl:11])=[CH:17][CH:16]=1)[CH2:19][CH2:20][CH2:21][CH2:22][CH2:23][N:24]1[CH2:25][CH2:26][CH:27]([C:30]2[CH:31]=[C:32]([NH:36][C:37](=[O:41])[CH:38]([CH3:40])[CH3:39])[CH:33]=[CH:34][CH:35]=2)[CH2:28][CH2:29]1)(=[O:10])[CH3:9], predict the reactants needed to synthesize it. The reactants are: [OH:1][C:2]1[CH:3]=[C:4]([C:8](=[O:10])[CH3:9])[CH:5]=[CH:6][CH:7]=1.[Cl:11][C:12]1[CH:17]=[CH:16][C:15]([CH:18](O)[CH2:19][CH2:20][CH2:21][CH2:22][CH2:23][N:24]2[CH2:29][CH2:28][CH:27]([C:30]3[CH:31]=[C:32]([NH:36][C:37](=[O:41])[CH:38]([CH3:40])[CH3:39])[CH:33]=[CH:34][CH:35]=3)[CH2:26][CH2:25]2)=[CH:14][CH:13]=1.Cl. (3) Given the product [Br:9][C:8]1[N:7]=[C:6]([CH:10]2[CH2:13][CH2:12][CH2:11]2)[N:5]([CH2:21][O:20][CH2:19][CH2:18][Si:15]([CH3:17])([CH3:16])[CH3:14])[C:4]=1[Br:3], predict the reactants needed to synthesize it. The reactants are: [H-].[Na+].[Br:3][C:4]1[N:5]=[C:6]([CH:10]2[CH2:13][CH2:12][CH2:11]2)[NH:7][C:8]=1[Br:9].[CH3:14][Si:15]([CH2:18][CH2:19][O:20][CH2:21]Cl)([CH3:17])[CH3:16]. (4) Given the product [Br:1][C:2]1[CH:13]=[CH:12][C:5]([O:6][CH2:7][CH2:8][CH2:9][CH2:10][NH:11][C:19](=[O:20])[O:18][C:14]([CH3:17])([CH3:16])[CH3:15])=[CH:4][CH:3]=1, predict the reactants needed to synthesize it. The reactants are: [Br:1][C:2]1[CH:13]=[CH:12][C:5]([O:6][CH2:7][CH2:8][CH2:9][CH2:10][NH2:11])=[CH:4][CH:3]=1.[C:14]([O:18][C:19](O[C:19]([O:18][C:14]([CH3:17])([CH3:16])[CH3:15])=[O:20])=[O:20])([CH3:17])([CH3:16])[CH3:15].